From a dataset of Reaction yield outcomes from USPTO patents with 853,638 reactions. Predict the reaction yield, written as a fraction of the theoretical maximum amount of product (1.0 means a 100% yield; for example, 0.34 means a 34% yield). The reactants are [Br:1][C:2]1[CH:7]=[CH:6][C:5]([CH2:8][C:9]([C:28]2[CH:33]=[CH:32][C:31]([F:34])=[C:30]([C:35]([F:38])([F:37])[F:36])[CH:29]=2)([C:14]2[CH:19]=[C:18]([O:20][C:21]([F:26])([F:25])[CH:22]([F:24])[F:23])[CH:17]=[C:16]([F:27])[CH:15]=2)[C:10]([O:12]C)=[O:11])=[CH:4][CH:3]=1.C1COCC1.[Li+].[OH-].Cl. The catalyst is CO. The product is [Br:1][C:2]1[CH:3]=[CH:4][C:5]([CH2:8][C:9]([C:28]2[CH:33]=[CH:32][C:31]([F:34])=[C:30]([C:35]([F:38])([F:37])[F:36])[CH:29]=2)([C:14]2[CH:19]=[C:18]([O:20][C:21]([F:26])([F:25])[CH:22]([F:24])[F:23])[CH:17]=[C:16]([F:27])[CH:15]=2)[C:10]([OH:12])=[O:11])=[CH:6][CH:7]=1. The yield is 0.810.